Dataset: Forward reaction prediction with 1.9M reactions from USPTO patents (1976-2016). Task: Predict the product of the given reaction. (1) The product is: [Cl:1][CH2:2][CH2:3][O:4][CH2:5][C:6]1([C:12](=[NH:13])[NH:14][OH:15])[CH2:7][CH2:8][O:9][CH2:10][CH2:11]1. Given the reactants [Cl:1][CH2:2][CH2:3][O:4][CH2:5][C:6]1([C:12]#[N:13])[CH2:11][CH2:10][O:9][CH2:8][CH2:7]1.[NH2:14][OH:15], predict the reaction product. (2) Given the reactants [BH4-].[Na+].[NH2:3][C:4]1[C:9]2[C:10]([C:13]3[CH:18]=[CH:17][C:16]([NH:19][C:20]([C:22]4[N:23]([CH3:31])[C:24]5[C:29]([CH:30]=4)=[CH:28][CH:27]=[CH:26][CH:25]=5)=[O:21])=[C:15]([O:32][CH3:33])[CH:14]=3)=[CH:11][S:12][C:8]=2[C:7]([C:34]2[CH:38]=[CH:37][S:36][C:35]=2[CH:39]=[O:40])=[CH:6][N:5]=1, predict the reaction product. The product is: [NH2:3][C:4]1[C:9]2[C:10]([C:13]3[CH:18]=[CH:17][C:16]([NH:19][C:20]([C:22]4[N:23]([CH3:31])[C:24]5[C:29]([CH:30]=4)=[CH:28][CH:27]=[CH:26][CH:25]=5)=[O:21])=[C:15]([O:32][CH3:33])[CH:14]=3)=[CH:11][S:12][C:8]=2[C:7]([C:34]2[CH:38]=[CH:37][S:36][C:35]=2[CH2:39][OH:40])=[CH:6][N:5]=1. (3) Given the reactants C(O[C:4]([C:6]1([CH2:12][CH2:13]OC)[CH2:11][CH2:10][NH:9][CH2:8][CH2:7]1)=[O:5])C.[Cl:16][C:17]1[CH:22]=[CH:21][CH:20]=[CH:19][C:18]=1[S:23](Cl)(=[O:25])=[O:24].[NH2:27][C:28]1[CH:35]=[CH:34][C:31]([CH:32]=[CH2:33])=[CH:30][CH:29]=1, predict the reaction product. The product is: [Cl:16][C:17]1[CH:22]=[CH:21][CH:20]=[CH:19][C:18]=1[S:23]([N:9]1[CH2:8][CH2:7][C:6]2([C:4](=[O:5])[N:27]([C:28]3[CH:35]=[CH:34][C:31]([CH:32]=[CH2:33])=[CH:30][CH:29]=3)[CH2:13][CH2:12]2)[CH2:11][CH2:10]1)(=[O:25])=[O:24]. (4) Given the reactants [NH2:1][CH:2]1[CH2:7][CH2:6][N:5]([CH2:8][CH:9]2[C:13]3=[C:14]([Cl:22])[CH:15]=[N:16][C:17]4[CH:18]=[CH:19][C:20](=[O:21])[N:11]([C:12]=43)[CH2:10]2)[CH2:4][CH2:3]1.[O:23]=[C:24]1[CH2:29][O:28][C:27]2[CH:30]=[CH:31][C:32]([CH:34]=O)=[N:33][C:26]=2[NH:25]1, predict the reaction product. The product is: [ClH:22].[Cl:22][C:14]1[CH:15]=[N:16][C:17]2[CH:18]=[CH:19][C:20](=[O:21])[N:11]3[CH2:10][CH:9]([CH2:8][N:5]4[CH2:6][CH2:7][CH:2]([NH:1][CH2:34][C:32]5[CH:31]=[CH:30][C:27]6[O:28][CH2:29][C:24](=[O:23])[NH:25][C:26]=6[N:33]=5)[CH2:3][CH2:4]4)[C:13]=1[C:12]=23. (5) Given the reactants C[O:2][C:3]([CH:5]1[CH2:10][CH2:9][CH:8]([C:11]2[C:16]([Br:17])=[C:15]([N:18](COCC[Si](C)(C)C)COCC[Si](C)(C)C)[N:14]3[N:35]=[CH:36][C:37]([C:38]4[CH:39]=[N:40][C:41]5[C:46]([CH:47]=4)=[CH:45][CH:44]=[CH:43][CH:42]=5)=[C:13]3[N:12]=2)[CH2:7][CH2:6]1)=[O:4].CO.[OH-].[Na+].Cl, predict the reaction product. The product is: [NH2:18][C:15]1[N:14]2[N:35]=[CH:36][C:37]([C:38]3[CH:39]=[N:40][C:41]4[C:46]([CH:47]=3)=[CH:45][CH:44]=[CH:43][CH:42]=4)=[C:13]2[N:12]=[C:11]([CH:8]2[CH2:7][CH2:6][CH:5]([C:3]([OH:4])=[O:2])[CH2:10][CH2:9]2)[C:16]=1[Br:17]. (6) Given the reactants [NH2:1][C:2]1[C:7]([OH:8])=[C:6]([F:9])[C:5]([O:10][C:11]2[CH:12]=[N:13][C:14]([S:17]([CH3:20])(=[O:19])=[O:18])=[CH:15][CH:16]=2)=[CH:4][CH:3]=1.Cl.[N:22]([O-])=O.[Na+].[OH-].[K+].[CH3:28][CH:29](C(=O)C)[C:30]([O:32][CH2:33][CH3:34])=[O:31], predict the reaction product. The product is: [F:9][C:6]1[C:7]([OH:8])=[C:2]([NH:1][N:22]=[C:29]([CH3:28])[C:30]([O:32][CH2:33][CH3:34])=[O:31])[CH:3]=[CH:4][C:5]=1[O:10][C:11]1[CH:12]=[N:13][C:14]([S:17]([CH3:20])(=[O:19])=[O:18])=[CH:15][CH:16]=1.